From a dataset of Full USPTO retrosynthesis dataset with 1.9M reactions from patents (1976-2016). Predict the reactants needed to synthesize the given product. Given the product [CH3:31][C:30]1[CH:29]=[CH:28][C:24]([C:25]([NH:6][C:5]2[CH:7]=[CH:8][C:9]([CH2:10][N:11]3[CH2:15][CH2:14][C@H:13]([N:16]([CH3:17])[CH3:18])[CH2:12]3)=[C:3]([C:2]([F:1])([F:19])[F:20])[CH:4]=2)=[O:26])=[CH:23][C:22]=1[C:36]#[C:37][C:39]1[CH:40]=[CH:41][C:42]([C:45]2[NH:46][C:47]([F:50])=[CH:48][N:49]=2)=[N:43][CH:44]=1, predict the reactants needed to synthesize it. The reactants are: [F:1][C:2]([F:20])([F:19])[C:3]1[CH:4]=[C:5]([CH:7]=[CH:8][C:9]=1[CH2:10][N:11]1[CH2:15][CH2:14][C@H:13]([N:16]([CH3:18])[CH3:17])[CH2:12]1)[NH2:6].I[C:22]1[CH:23]=[C:24]([CH:28]=[CH:29][C:30]=1[CH3:31])[C:25](Cl)=[O:26].C[Si]([C:36]#[CH:37])(C)C.Br[C:39]1[CH:40]=[CH:41][C:42]([C:45]2[NH:46][C:47]([F:50])=[CH:48][N:49]=2)=[N:43][CH:44]=1.